Dataset: Catalyst prediction with 721,799 reactions and 888 catalyst types from USPTO. Task: Predict which catalyst facilitates the given reaction. (1) Reactant: [F-].C([N+](CCCC)(CCCC)CCCC)CCC.[N:19]1[CH:24]=[CH:23][C:22]([C:25]2[CH:33]=[C:32]3[C:28]([C:29]([NH:42][C:43](=[O:47])[CH2:44][CH2:45][CH3:46])=[N:30][N:31]3COCC[Si](C)(C)C)=[CH:27][CH:26]=2)=[CH:21][CH:20]=1.C(OCC)(=O)C.C(=O)([O-])O.[Na+]. Product: [N:19]1[CH:20]=[CH:21][C:22]([C:25]2[CH:33]=[C:32]3[C:28]([C:29]([NH:42][C:43](=[O:47])[CH2:44][CH2:45][CH3:46])=[N:30][NH:31]3)=[CH:27][CH:26]=2)=[CH:23][CH:24]=1. The catalyst class is: 7. (2) Reactant: [C:1]([O:5][C:6]([N:8]1[C:13]2[CH:14]=[C:15]([Cl:20])[C:16]([O:18][CH3:19])=[CH:17][C:12]=2[O:11][CH:10]([C:21]([OH:23])=O)[CH2:9]1)=[O:7])([CH3:4])([CH3:3])[CH3:2].CCN=C=NCCCN(C)C.C1C=CC2N(O)N=NC=2C=1.CCN(C(C)C)C(C)C.[N:54]1[CH:59]=[CH:58][C:57]([CH2:60][C:61]2([C:67]#[N:68])[CH2:66][CH2:65][NH:64][CH2:63][CH2:62]2)=[CH:56][CH:55]=1. Product: [C:1]([O:5][C:6]([N:8]1[C:13]2[CH:14]=[C:15]([Cl:20])[C:16]([O:18][CH3:19])=[CH:17][C:12]=2[O:11][CH:10]([C:21]([N:64]2[CH2:65][CH2:66][C:61]([C:67]#[N:68])([CH2:60][C:57]3[CH:56]=[CH:55][N:54]=[CH:59][CH:58]=3)[CH2:62][CH2:63]2)=[O:23])[CH2:9]1)=[O:7])([CH3:4])([CH3:3])[CH3:2]. The catalyst class is: 3. (3) Reactant: Cl[C:2]1[CH:11]=[CH:10][C:9]2[C:4](=[CH:5][CH:6]=[CH:7][N:8]=2)[N:3]=1.[CH3:12]OC1C=CC=C(OC)C=1C1C=CC=CC=1P(C1CCCCC1)C1CCCCC1.[O-]P([O-])([O-])=O.[K+].[K+].[K+].[CH3:49][CH2:50][O:51][C:52]([CH3:54])=[O:53]. Product: [N:3]1[C:4]2[C:9](=[N:8][CH:7]=[CH:6][CH:5]=2)[CH:10]=[CH:11][C:2]=1[CH:12]=[CH:54][C:52]([O:51][CH2:50][CH3:49])=[O:53]. The catalyst class is: 20. (4) The catalyst class is: 3. Product: [Cl:17][C:18]1[CH:23]=[C:22]([C:24]2([C:26]([F:29])([F:27])[F:28])[O:1][N:2]=[C:3]([C:4]3[CH:15]=[CH:14][C:7]4[B:8]([OH:13])[O:9][C:10]([CH3:12])([CH3:11])[C:6]=4[CH:5]=3)[CH2:25]2)[CH:21]=[C:20]([Cl:30])[C:19]=1[O:31][CH3:32]. Reactant: [OH:1][N:2]=[C:3](Cl)[C:4]1[CH:15]=[CH:14][C:7]2[B:8]([OH:13])[O:9][C:10]([CH3:12])([CH3:11])[C:6]=2[CH:5]=1.[Cl:17][C:18]1[CH:23]=[C:22]([C:24]([C:26]([F:29])([F:28])[F:27])=[CH2:25])[CH:21]=[C:20]([Cl:30])[C:19]=1[O:31][CH3:32]. (5) Reactant: [Br:1][C:2]1[C:11]2[C:6](=[CH:7][CH:8]=[C:9]([CH:12]([C:18]3[CH:23]=[CH:22][C:21]([Cl:24])=[CH:20][CH:19]=3)[C:13]3[S:14][CH:15]=[CH:16][N:17]=3)[CH:10]=2)[N:5]=[CH:4][CH:3]=1.ClC1C=C(C=CC=1)C(OO)=[O:30]. Product: [Br:1][C:2]1[C:11]2[C:6](=[CH:7][CH:8]=[C:9]([CH:12]([C:18]3[CH:23]=[CH:22][C:21]([Cl:24])=[CH:20][CH:19]=3)[C:13]3[S:14][CH:15]=[CH:16][N:17]=3)[CH:10]=2)[N+:5]([O-:30])=[CH:4][CH:3]=1. The catalyst class is: 4. (6) Reactant: [CH:1]1[CH:2]=[CH:3][C:4]([C@@H:7]2[N:16]([C:17]([O:19][C@@H:20]3[CH:25]4[CH2:26][CH2:27][N:22]([CH2:23][CH2:24]4)[CH2:21]3)=[O:18])[CH2:15][CH2:14][C:13]3[CH:12]=[CH:11][CH:10]=[CH:9][C:8]2=3)=[CH:5][CH:6]=1.C([O-])(=O)CCC([O-])=O.[OH-].[Na+].C(Cl)Cl. Product: [CH:1]1[CH:6]=[CH:5][C:4]([C@@H:7]2[N:16]([C:17]([O:19][C@@H:20]3[CH:25]4[CH2:24][CH2:23][N:22]([CH2:27][CH2:26]4)[CH2:21]3)=[O:18])[CH2:15][CH2:14][C:13]3[CH:12]=[CH:11][CH:10]=[CH:9][C:8]2=3)=[CH:3][CH:2]=1. The catalyst class is: 6.